Dataset: Catalyst prediction with 721,799 reactions and 888 catalyst types from USPTO. Task: Predict which catalyst facilitates the given reaction. (1) Reactant: [Cl:1][C:2]1[CH:3]=[C:4]([O:13][CH3:14])[C:5]([O:11][CH3:12])=[C:6]([C:8](=O)[CH3:9])[CH:7]=1.C([O-])(=O)C.[NH4+].C([BH3-])#[N:21].[Na+].Cl. Product: [Cl:1][C:2]1[CH:3]=[C:4]([O:13][CH3:14])[C:5]([O:11][CH3:12])=[C:6]([CH:8]([NH2:21])[CH3:9])[CH:7]=1. The catalyst class is: 5. (2) Reactant: [Cl:1][C:2]1[N:3]=[C:4](Cl)[C:5]2[CH2:10][CH2:9][CH:8]([C:11]3[CH:16]=[C:15]([F:17])[C:14](F)=[C:13]([F:19])[CH:12]=3)[C:6]=2[N:7]=1.[CH3:21][NH2:22]. Product: [Cl:1][C:2]1[N:3]=[C:4]([NH:22][CH3:21])[C:5]2[CH2:10][CH2:9][CH:8]([C:11]3[CH:12]=[C:13]([F:19])[CH:14]=[C:15]([F:17])[CH:16]=3)[C:6]=2[N:7]=1. The catalyst class is: 5. (3) Product: [CH2:1]([C:3]1([C:35]([OH:37])=[O:36])[CH2:8][CH2:7][N:6]([C:9]2[S:10][C:11]([C:14]3[CH:15]=[C:16]([C:29]4[CH:34]=[CH:33][CH:32]=[CH:31][N:30]=4)[C:17]4[S:21][C:20]([NH:22][C:23](=[O:27])[NH:24][CH2:25][CH3:26])=[N:19][C:18]=4[CH:28]=3)=[CH:12][N:13]=2)[CH2:5][CH2:4]1)[CH3:2]. The catalyst class is: 14. Reactant: [CH2:1]([C:3]1([C:35]([O:37]CC)=[O:36])[CH2:8][CH2:7][N:6]([C:9]2[S:10][C:11]([C:14]3[CH:15]=[C:16]([C:29]4[CH:34]=[CH:33][CH:32]=[CH:31][N:30]=4)[C:17]4[S:21][C:20]([NH:22][C:23](=[O:27])[NH:24][CH2:25][CH3:26])=[N:19][C:18]=4[CH:28]=3)=[CH:12][N:13]=2)[CH2:5][CH2:4]1)[CH3:2].[OH-].[Na+]. (4) Reactant: [CH2:1]([O:5][CH2:6][CH2:7][O:8][C:9]1[CH:14]=[CH:13][C:12]([C:15]2[CH:20]=[CH:19][C:18]([N:21]3[CH2:25][CH2:24][CH:23]([O:26][CH3:27])[CH2:22]3)=[C:17](/[CH:28]=[C:29](\[CH3:35])/[C:30]([O:32]CC)=[O:31])[CH:16]=2)=[CH:11][CH:10]=1)[CH2:2][CH2:3][CH3:4].[OH-].[Na+].Cl. Product: [CH2:1]([O:5][CH2:6][CH2:7][O:8][C:9]1[CH:10]=[CH:11][C:12]([C:15]2[CH:20]=[CH:19][C:18]([N:21]3[CH2:25][CH2:24][CH:23]([O:26][CH3:27])[CH2:22]3)=[C:17](/[CH:28]=[C:29](\[CH3:35])/[C:30]([OH:32])=[O:31])[CH:16]=2)=[CH:13][CH:14]=1)[CH2:2][CH2:3][CH3:4]. The catalyst class is: 353.